This data is from NCI-60 drug combinations with 297,098 pairs across 59 cell lines. The task is: Regression. Given two drug SMILES strings and cell line genomic features, predict the synergy score measuring deviation from expected non-interaction effect. (1) Drug 1: C1=C(C(=O)NC(=O)N1)F. Drug 2: COCCOC1=C(C=C2C(=C1)C(=NC=N2)NC3=CC=CC(=C3)C#C)OCCOC.Cl. Cell line: HCC-2998. Synergy scores: CSS=24.6, Synergy_ZIP=-1.54, Synergy_Bliss=-4.80, Synergy_Loewe=-6.71, Synergy_HSA=-6.39. (2) Drug 1: C1=CN(C=N1)CC(O)(P(=O)(O)O)P(=O)(O)O. Drug 2: C(CN)CNCCSP(=O)(O)O. Cell line: U251. Synergy scores: CSS=-4.38, Synergy_ZIP=3.16, Synergy_Bliss=2.14, Synergy_Loewe=-4.47, Synergy_HSA=-3.79. (3) Drug 1: CN1CCC(CC1)COC2=C(C=C3C(=C2)N=CN=C3NC4=C(C=C(C=C4)Br)F)OC. Drug 2: C1=CC(=CC=C1C#N)C(C2=CC=C(C=C2)C#N)N3C=NC=N3. Cell line: NCI-H322M. Synergy scores: CSS=33.8, Synergy_ZIP=2.48, Synergy_Bliss=4.96, Synergy_Loewe=-11.0, Synergy_HSA=6.10. (4) Drug 1: CS(=O)(=O)C1=CC(=C(C=C1)C(=O)NC2=CC(=C(C=C2)Cl)C3=CC=CC=N3)Cl. Drug 2: CC1CCC2CC(C(=CC=CC=CC(CC(C(=O)C(C(C(=CC(C(=O)CC(OC(=O)C3CCCCN3C(=O)C(=O)C1(O2)O)C(C)CC4CCC(C(C4)OC)O)C)C)O)OC)C)C)C)OC. Cell line: SW-620. Synergy scores: CSS=12.4, Synergy_ZIP=3.49, Synergy_Bliss=5.90, Synergy_Loewe=-6.67, Synergy_HSA=3.58. (5) Drug 1: CN(CCCl)CCCl.Cl. Drug 2: C1CC(=O)NC(=O)C1N2C(=O)C3=CC=CC=C3C2=O. Cell line: OVCAR-4. Synergy scores: CSS=-2.10, Synergy_ZIP=-0.935, Synergy_Bliss=-3.58, Synergy_Loewe=-3.09, Synergy_HSA=-3.01. (6) Drug 1: CC1=C2C(C(=O)C3(C(CC4C(C3C(C(C2(C)C)(CC1OC(=O)C(C(C5=CC=CC=C5)NC(=O)OC(C)(C)C)O)O)OC(=O)C6=CC=CC=C6)(CO4)OC(=O)C)O)C)O. Drug 2: CC=C1C(=O)NC(C(=O)OC2CC(=O)NC(C(=O)NC(CSSCCC=C2)C(=O)N1)C(C)C)C(C)C. Cell line: SNB-19. Synergy scores: CSS=39.7, Synergy_ZIP=1.29, Synergy_Bliss=3.00, Synergy_Loewe=-17.9, Synergy_HSA=-1.26. (7) Drug 1: CC1=C2C(C(=O)C3(C(CC4C(C3C(C(C2(C)C)(CC1OC(=O)C(C(C5=CC=CC=C5)NC(=O)OC(C)(C)C)O)O)OC(=O)C6=CC=CC=C6)(CO4)OC(=O)C)OC)C)OC. Drug 2: COC1=CC(=CC(=C1O)OC)C2C3C(COC3=O)C(C4=CC5=C(C=C24)OCO5)OC6C(C(C7C(O6)COC(O7)C8=CC=CS8)O)O. Cell line: SN12C. Synergy scores: CSS=62.0, Synergy_ZIP=2.60, Synergy_Bliss=1.25, Synergy_Loewe=5.12, Synergy_HSA=7.19. (8) Drug 1: CC1=C(C(CCC1)(C)C)C=CC(=CC=CC(=CC(=O)O)C)C. Drug 2: CC1=C(C=C(C=C1)C(=O)NC2=CC(=CC(=C2)C(F)(F)F)N3C=C(N=C3)C)NC4=NC=CC(=N4)C5=CN=CC=C5. Cell line: A498. Synergy scores: CSS=2.39, Synergy_ZIP=-0.231, Synergy_Bliss=0.819, Synergy_Loewe=-2.47, Synergy_HSA=-1.46. (9) Synergy scores: CSS=47.1, Synergy_ZIP=-9.80, Synergy_Bliss=-15.1, Synergy_Loewe=-8.64, Synergy_HSA=-9.03. Cell line: A549. Drug 2: CC1C(C(CC(O1)OC2CC(CC3=C2C(=C4C(=C3O)C(=O)C5=C(C4=O)C(=CC=C5)OC)O)(C(=O)CO)O)N)O.Cl. Drug 1: CN(CC1=CN=C2C(=N1)C(=NC(=N2)N)N)C3=CC=C(C=C3)C(=O)NC(CCC(=O)O)C(=O)O.